Dataset: Catalyst prediction with 721,799 reactions and 888 catalyst types from USPTO. Task: Predict which catalyst facilitates the given reaction. (1) Reactant: O=[C:2]1[CH2:11][N:10]2[C:12]3[CH2:17][CH2:16][N:15]([C:18]([O:20][CH2:21][CH3:22])=[O:19])[CH2:14][C:13]=3[C:8]3[C:9]2=C([CH:5]=[CH:6][CH:7]=3)N1.[H-].[Na+].CI.[CH3:27][N:28]([CH:30]=[O:31])[CH3:29]. Product: [CH3:2][CH:11]1[N:10]2[C:12]3[CH2:17][CH2:16][N:15]([C:18]([O:20][CH2:21][CH3:22])=[O:19])[CH2:14][C:13]=3[C:8]3[C:9]2=[C:27]([CH:5]=[CH:6][CH:7]=3)[N:28]([CH3:29])[C:30]1=[O:31]. The catalyst class is: 6. (2) Reactant: [CH2:1]([NH:8][CH2:9][CH2:10][CH:11]([OH:20])[CH2:12][C:13]1[CH:18]=[CH:17][C:16]([F:19])=[CH:15][CH:14]=1)[C:2]1[CH:7]=[CH:6][CH:5]=[CH:4][CH:3]=1.C(N(CC)CC)C.[Cl:28][CH2:29][C:30](Cl)=[O:31]. Product: [CH2:1]([N:8]([CH2:9][CH2:10][CH:11]([OH:20])[CH2:12][C:13]1[CH:18]=[CH:17][C:16]([F:19])=[CH:15][CH:14]=1)[C:30](=[O:31])[CH2:29][Cl:28])[C:2]1[CH:3]=[CH:4][CH:5]=[CH:6][CH:7]=1. The catalyst class is: 4. (3) Reactant: [CH3:1][O:2][C:3]1[CH:8]=[CH:7][CH:6]=[CH:5][C:4]=1[C:9]1[N:10]([C:17]2[CH:22]=[CH:21][C:20]([CH3:23])=[CH:19][CH:18]=2)[CH:11]=[C:12]([C:14]([OH:16])=O)[N:13]=1.Cl.C(N=C=N)C.C(N(CC)CC)C.Cl.[CH3:38][NH:39][O:40][CH3:41]. Product: [CH3:41][O:40][N:39]([CH3:38])[C:14]([C:12]1[N:13]=[C:9]([C:4]2[CH:5]=[CH:6][CH:7]=[CH:8][C:3]=2[O:2][CH3:1])[N:10]([C:17]2[CH:22]=[CH:21][C:20]([CH3:23])=[CH:19][CH:18]=2)[CH:11]=1)=[O:16]. The catalyst class is: 124. (4) Reactant: C([O:8][C:9]1[N:14]=[CH:13][C:12]([O:15][C:16]2[CH:44]=[C:43]([N:45]3[CH2:50][CH2:49][N:48]([CH2:51][C:52]4[CH2:57][CH2:56][C:55]([CH3:59])([CH3:58])[CH2:54][C:53]=4[C:60]4[CH:65]=[CH:64][C:63]([Cl:66])=[CH:62][CH:61]=4)[CH2:47][CH2:46]3)[CH:42]=[CH:41][C:17]=2[C:18]([NH:20][S:21]([C:24]2[CH:29]=[CH:28][C:27]([NH:30][CH2:31][CH:32]3[CH2:37][CH2:36][O:35][CH2:34][CH2:33]3)=[C:26]([N+:38]([O-:40])=[O:39])[CH:25]=2)(=[O:23])=[O:22])=[O:19])=[CH:11][CH:10]=1)C1C=CC=CC=1.FC(F)(F)C(O)=O. Product: [Cl:66][C:63]1[CH:62]=[CH:61][C:60]([C:53]2[CH2:54][C:55]([CH3:58])([CH3:59])[CH2:56][CH2:57][C:52]=2[CH2:51][N:48]2[CH2:47][CH2:46][N:45]([C:43]3[CH:42]=[CH:41][C:17]([C:18]([NH:20][S:21]([C:24]4[CH:29]=[CH:28][C:27]([NH:30][CH2:31][CH:32]5[CH2:37][CH2:36][O:35][CH2:34][CH2:33]5)=[C:26]([N+:38]([O-:40])=[O:39])[CH:25]=4)(=[O:23])=[O:22])=[O:19])=[C:16]([O:15][C:12]4[CH:13]=[N:14][C:9]([OH:8])=[CH:10][CH:11]=4)[CH:44]=3)[CH2:50][CH2:49]2)=[CH:65][CH:64]=1. The catalyst class is: 4. (5) Reactant: [C:1]([C:3]1[CH:8]=[C:7]([CH3:9])[CH:6]=[CH:5][C:4]=1[C:10]1[CH:15]=[C:14]([C:16]([O:18][CH3:19])=[O:17])[CH:13]=[C:12]([C:20]([OH:22])=O)[CH:11]=1)#[N:2].Cl.CN(C)[CH2:26][CH2:27][CH2:28][N:29]=[C:30]=NCC.O.ON1C2C=CC=CC=2N=N1.N1CCCC1.C(N(CC)C(C)C)(C)C. Product: [C:1]([C:3]1[CH:8]=[C:7]([CH3:9])[CH:6]=[CH:5][C:4]=1[C:10]1[CH:11]=[C:12]([C:20]([N:29]2[CH2:30][CH2:26][CH2:27][CH2:28]2)=[O:22])[CH:13]=[C:14]([C:16]([O:18][CH3:19])=[O:17])[CH:15]=1)#[N:2]. The catalyst class is: 2. (6) The catalyst class is: 5. Reactant: [OH:1][C:2]1[CH:7]=[CH:6][CH:5]=[CH:4][C:3]=1[N:8]1[C:12]([CH3:13])=[C:11]([CH2:14][CH2:15][C:16]([O:18]C)=[O:17])[C:10]([CH3:20])=[N:9]1.[OH-].[Na+].O.Cl. Product: [OH:1][C:2]1[CH:7]=[CH:6][CH:5]=[CH:4][C:3]=1[N:8]1[C:12]([CH3:13])=[C:11]([CH2:14][CH2:15][C:16]([OH:18])=[O:17])[C:10]([CH3:20])=[N:9]1. (7) The catalyst class is: 1. Reactant: Br[C:2]1[CH:7]=[CH:6][C:5]([C:8]([F:11])([F:10])[F:9])=[CH:4][C:3]=1[O:12][CH3:13].[Li]CCCC.[CH3:19][O:20][C:21]1[CH:50]=[C:49]([C:51]([F:54])([F:53])[F:52])[CH:48]=[CH:47][C:22]=1[C:23]([C:25]1[N:26]([S:37]([C:40]2[CH:46]=[CH:45][C:43]([CH3:44])=[CH:42][CH:41]=2)(=[O:39])=[O:38])[CH:27]=[CH:28][C:29]=1[N:30]1[CH:34]=[CH:33][CH:32]=[C:31]1[CH:35]=[O:36])=[O:24]. Product: [OH:36][CH:35]([C:2]1[CH:7]=[CH:6][C:5]([C:8]([F:11])([F:10])[F:9])=[CH:4][C:3]=1[O:12][CH3:13])[C:31]1[N:30]([C:29]2[CH:28]=[CH:27][N:26]([S:37]([C:40]3[CH:46]=[CH:45][C:43]([CH3:44])=[CH:42][CH:41]=3)(=[O:39])=[O:38])[C:25]=2[C:23]([C:22]2[CH:47]=[CH:48][C:49]([C:51]([F:54])([F:53])[F:52])=[CH:50][C:21]=2[O:20][CH3:19])=[O:24])[CH:34]=[CH:33][CH:32]=1. (8) Reactant: [CH:1]([C:3]1[O:7][C:6]([C:8]2[CH:13]=[CH:12][C:11]([S:14]([NH2:17])(=[O:16])=[O:15])=[CH:10][CH:9]=2)=[CH:5][CH:4]=1)=O.[S:18]1[CH2:22][C:21](=[O:23])[NH:20][C:19]1=[O:24].N1CCCCC1. Product: [O:24]=[C:19]1[NH:20][C:21](=[O:23])[C:22](=[CH:1][C:3]2[O:7][C:6]([C:8]3[CH:9]=[CH:10][C:11]([S:14]([NH2:17])(=[O:15])=[O:16])=[CH:12][CH:13]=3)=[CH:5][CH:4]=2)[S:18]1. The catalyst class is: 14. (9) Reactant: C[O:2][C:3]([C:5]1[CH:6]=[C:7]([Cl:29])[CH:8]=[C:9]2[C:14]=1[NH:13][CH:12]([C:15]1[CH:20]=[CH:19][CH:18]=[C:17]([N:21]3[CH2:26][CH2:25][O:24][CH2:23][CH2:22]3)[CH:16]=1)[C:11]([CH3:28])([CH3:27])[CH2:10]2)=[O:4].[OH-].[Na+].Cl. Product: [Cl:29][C:7]1[CH:8]=[C:9]2[C:14](=[C:5]([C:3]([OH:4])=[O:2])[CH:6]=1)[NH:13][CH:12]([C:15]1[CH:20]=[CH:19][CH:18]=[C:17]([N:21]3[CH2:22][CH2:23][O:24][CH2:25][CH2:26]3)[CH:16]=1)[C:11]([CH3:28])([CH3:27])[CH2:10]2. The catalyst class is: 364.